Binary Classification. Given a drug SMILES string, predict its activity (active/inactive) in a high-throughput screening assay against a specified biological target. From a dataset of HIV replication inhibition screening data with 41,000+ compounds from the AIDS Antiviral Screen. (1) The drug is CC(=O)OC(CC1(C)C(C)CCC23COC(=O)C2=CCCC31)C1=CC(=O)OC1O. The result is 0 (inactive). (2) The compound is CCC(C)N1CN(c2ccccc2)C2(CCN(CCCC(=O)c3ccc(F)cc3)CC2)C1=O.Cl. The result is 0 (inactive). (3) The molecule is S=C1NC2=C(CSCC2=Cc2ccc(Cl)cc2)C(c2ccc(Cl)cc2)N1. The result is 0 (inactive).